Dataset: Reaction yield outcomes from USPTO patents with 853,638 reactions. Task: Predict the reaction yield, written as a fraction of the theoretical maximum amount of product (1.0 means a 100% yield; for example, 0.34 means a 34% yield). (1) The reactants are [CH:1]1([C:4]2[C:13]3[C:8](=[CH:9][CH:10]=[CH:11][CH:12]=3)[C:7]([N:14]=[C:15]=[S:16])=[CH:6][CH:5]=2)[CH2:3][CH2:2]1.Cl.[NH2:18][NH:19][C:20](N)=[NH:21].C(N(C(C)C)CC)(C)C. The catalyst is CN(C)C=O. The product is [NH2:21][C:20]1[N:14]([C:7]2[C:8]3[C:13](=[CH:12][CH:11]=[CH:10][CH:9]=3)[C:4]([CH:1]3[CH2:3][CH2:2]3)=[CH:5][CH:6]=2)[C:15]([SH:16])=[N:18][N:19]=1. The yield is 0.440. (2) The reactants are Cl.[NH2:2][C:3]1[S:4][C:5]([Cl:8])=[CH:6][N:7]=1.N1CCCCC1.[CH3:15][O:16][C:17]1[CH:24]=[C:23]([O:25][CH3:26])[CH:22]=[CH:21][C:18]=1[CH:19]=O.[BH4-].[Na+]. The catalyst is ClCCl.CO.C(OCC)(=O)C. The product is [Cl:8][C:5]1[S:4][C:3]([NH:2][CH2:19][C:18]2[CH:21]=[CH:22][C:23]([O:25][CH3:26])=[CH:24][C:17]=2[O:16][CH3:15])=[N:7][CH:6]=1. The yield is 0.320. (3) The reactants are [CH:1]1([N:4]([CH:34]2[CH2:36][CH2:35]2)[C:5]([C:7]2[N:31]([CH2:32][CH3:33])[C:10]3=[N:11][C:12]([NH:19][C:20]4[S:21][C:22]([C:27]([O:29]C)=[O:28])=[C:23]([CH2:25][CH3:26])[N:24]=4)=[C:13]4[N:17]=[CH:16][N:15]([CH3:18])[C:14]4=[C:9]3[CH:8]=2)=[O:6])[CH2:3][CH2:2]1.[OH-].[Na+].Cl. The catalyst is CO.O. The product is [CH:1]1([N:4]([CH:34]2[CH2:36][CH2:35]2)[C:5]([C:7]2[N:31]([CH2:32][CH3:33])[C:10]3=[N:11][C:12]([NH:19][C:20]4[S:21][C:22]([C:27]([OH:29])=[O:28])=[C:23]([CH2:25][CH3:26])[N:24]=4)=[C:13]4[N:17]=[CH:16][N:15]([CH3:18])[C:14]4=[C:9]3[CH:8]=2)=[O:6])[CH2:3][CH2:2]1. The yield is 1.26. (4) The yield is 0.00100. The product is [NH4+:11].[OH-:2].[Cl:20][C:16]1[CH:15]=[C:14]2[C:19](=[CH:18][CH:17]=1)[N:11]([CH2:10][C:7]1[CH:8]=[CH:9][C:4]([C:3]([OH:28])=[O:2])=[CH:5][CH:6]=1)[C:12]([C:22]1[CH:23]=[N:24][CH:25]=[CH:26][CH:27]=1)=[C:13]2[CH3:21]. The catalyst is CO. The reactants are C[O:2][C:3](=[O:28])[C:4]1[CH:9]=[CH:8][C:7]([CH2:10][N:11]2[C:19]3[C:14](=[CH:15][C:16]([Cl:20])=[CH:17][CH:18]=3)[C:13]([CH3:21])=[C:12]2[C:22]2[CH:23]=[N:24][CH:25]=[CH:26][CH:27]=2)=[CH:6][CH:5]=1.[OH-].[Na+].Cl. (5) The reactants are [Cl:1][C:2]1[CH:3]=[C:4]2[C:8](=[C:9]([C:11]([OH:13])=O)[CH:10]=1)[NH:7][CH:6]=[CH:5]2.CN(C(ON1N=NC2C=CC=CC1=2)=[N+](C)C)C.[B-](F)(F)(F)F.C(N(CC)C(C)C)(C)C.[C:45]([C:49]1[CH:65]=[CH:64][C:52]([CH2:53][NH:54][CH2:55][CH2:56][C:57]2[CH:62]=[CH:61][C:60]([Cl:63])=[CH:59][CH:58]=2)=[CH:51][CH:50]=1)([CH3:48])([CH3:47])[CH3:46]. The catalyst is CN(C=O)C.O. The product is [C:45]([C:49]1[CH:65]=[CH:64][C:52]([CH2:53][N:54]([CH2:55][CH2:56][C:57]2[CH:62]=[CH:61][C:60]([Cl:63])=[CH:59][CH:58]=2)[C:11]([C:9]2[CH:10]=[C:2]([Cl:1])[CH:3]=[C:4]3[C:8]=2[NH:7][CH:6]=[CH:5]3)=[O:13])=[CH:51][CH:50]=1)([CH3:48])([CH3:46])[CH3:47]. The yield is 0.420.